This data is from Full USPTO retrosynthesis dataset with 1.9M reactions from patents (1976-2016). The task is: Predict the reactants needed to synthesize the given product. (1) Given the product [C:35]([O:39][C:16](=[O:25])[NH:13][C:3]1[N:4]([CH3:7])[N:5]=[CH:6][C:2]=1[Br:1])([CH3:38])([CH3:37])[CH3:36], predict the reactants needed to synthesize it. The reactants are: [Br:1][C:2]1[CH:6]=[N:5][N:4]([CH3:7])[C:3]=1C(O)=O.C([N:13]([CH2:16]C)CC)C.C1(P(N=[N+]=[N-])(C2C=CC=CC=2)=[O:25])C=CC=CC=1.[C:35]([OH:39])([CH3:38])([CH3:37])[CH3:36]. (2) Given the product [NH2:1][C:2]1[C:6]2[C:7]([C:19]3[CH:24]=[CH:23][C:22]([O:25][C:26]4[CH:27]=[CH:28][CH:29]=[CH:30][CH:31]=4)=[CH:21][CH:20]=3)=[N:8][CH:9]=[C:10]([C:11]3[CH:12]=[C:13]([CH:14]=[C:34]([C:32]#[N:33])[C:35]([N:37]([CH3:39])[CH3:38])=[O:36])[CH:16]=[CH:17][CH:18]=3)[C:5]=2[NH:4][N:3]=1, predict the reactants needed to synthesize it. The reactants are: [NH2:1][C:2]1[C:6]2[C:7]([C:19]3[CH:24]=[CH:23][C:22]([O:25][C:26]4[CH:31]=[CH:30][CH:29]=[CH:28][CH:27]=4)=[CH:21][CH:20]=3)=[N:8][CH:9]=[C:10]([C:11]3[CH:12]=[C:13]([CH:16]=[CH:17][CH:18]=3)[CH:14]=O)[C:5]=2[NH:4][N:3]=1.[C:32]([CH2:34][C:35]([N:37]([CH3:39])[CH3:38])=[O:36])#[N:33]. (3) Given the product [C:17]([C:16]1[C:15]2[C:10](=[CH:11][C:12]([O:19][CH:20]([F:22])[F:21])=[CH:13][CH:14]=2)[N:9]([CH2:23][CH3:24])[C:8]=1[C:5]1[CH:6]=[CH:7][C:2]([NH:1][C:29]([NH:28][CH2:25][CH2:26][CH3:27])=[O:30])=[CH:3][CH:4]=1)#[N:18], predict the reactants needed to synthesize it. The reactants are: [NH2:1][C:2]1[CH:7]=[CH:6][C:5]([C:8]2[N:9]([CH2:23][CH3:24])[C:10]3[C:15]([C:16]=2[C:17]#[N:18])=[CH:14][CH:13]=[C:12]([O:19][CH:20]([F:22])[F:21])[CH:11]=3)=[CH:4][CH:3]=1.[CH2:25]([N:28]=[C:29]=[O:30])[CH2:26][CH3:27].C(N(CC)CC)C. (4) Given the product [ClH:49].[ClH:49].[NH2:35][CH2:34][CH2:33][C:30]1[CH:29]=[CH:28][C:27]([O:26][CH2:25][CH2:24][CH2:23][CH2:22][CH2:21][C:16]2[CH:17]=[CH:18][C:19]([OH:20])=[C:14]([C@@H:7]([C:8]3[CH:9]=[CH:10][CH:11]=[CH:12][CH:13]=3)[CH2:6][CH2:5][N:4]([CH:43]([CH3:44])[CH3:45])[CH:1]([CH3:2])[CH3:3])[CH:15]=2)=[CH:32][CH:31]=1, predict the reactants needed to synthesize it. The reactants are: [CH:1]([N:4]([CH:43]([CH3:45])[CH3:44])[CH2:5][CH2:6][C@@H:7]([C:14]1[CH:15]=[C:16]([CH2:21][CH2:22][CH2:23][CH2:24][CH2:25][O:26][C:27]2[CH:32]=[CH:31][C:30]([CH2:33][CH2:34][NH:35]C(=O)OC(C)(C)C)=[CH:29][CH:28]=2)[CH:17]=[CH:18][C:19]=1[OH:20])[C:8]1[CH:13]=[CH:12][CH:11]=[CH:10][CH:9]=1)([CH3:3])[CH3:2].C(O)C.[ClH:49]. (5) Given the product [CH3:11][N:8]1[CH:7]=[C:6]2[C:10]([C:2]([C:14]3[C:15]([CH3:20])=[CH:16][C:17]([CH3:19])=[CH:18][C:13]=3[CH3:12])=[CH:3][CH:4]=[CH:5]2)=[N:9]1, predict the reactants needed to synthesize it. The reactants are: Br[C:2]1[C:10]2[C:6](=[CH:7][N:8]([CH3:11])[N:9]=2)[CH:5]=[CH:4][CH:3]=1.[CH3:12][C:13]1[CH:18]=[C:17]([CH3:19])[CH:16]=[C:15]([CH3:20])[C:14]=1B(O)O.C(=O)([O-])[O-].[Na+].[Na+]. (6) Given the product [Cl:1][C:2]1[CH:3]=[C:4]([CH:7]=[C:8]([O:11][CH2:12][CH3:13])[C:9]=1[O:10][CH2:16][C:15]([F:19])([F:18])[F:14])[CH:5]=[O:6], predict the reactants needed to synthesize it. The reactants are: [Cl:1][C:2]1[CH:3]=[C:4]([CH:7]=[C:8]([O:11][CH2:12][CH3:13])[C:9]=1[OH:10])[CH:5]=[O:6].[F:14][C:15]([F:19])([F:18])[CH2:16]I.FC(F)(F)S(OCC(F)(F)F)(=O)=O. (7) Given the product [F:48][C:2]([F:1])([F:49])[C:3]1[CH:4]=[C:5]([CH:41]=[C:42]([C:44]([F:46])([F:45])[F:47])[CH:43]=1)[C:6]([N:8]1[CH2:13][CH2:12][N:11]([CH2:14][CH2:15][N:16]2[CH2:21][CH2:20][O:19][C@H:18]([CH2:22][O:23][CH3:24])[CH2:17]2)[CH2:10][C@H:9]1[CH2:25][C:26]1[CH:31]=[CH:30][C:29]([CH3:32])=[C:28]([N:63]=[C:50]([C:51]2[CH:56]=[CH:55][CH:54]=[CH:53][CH:52]=2)[C:57]2[CH:62]=[CH:61][CH:60]=[CH:59][CH:58]=2)[CH:27]=1)=[O:7], predict the reactants needed to synthesize it. The reactants are: [F:1][C:2]([F:49])([F:48])[C:3]1[CH:4]=[C:5]([CH:41]=[C:42]([C:44]([F:47])([F:46])[F:45])[CH:43]=1)[C:6]([N:8]1[CH2:13][CH2:12][N:11]([CH2:14][CH2:15][N:16]2[CH2:21][CH2:20][O:19][C@H:18]([CH2:22][O:23][CH3:24])[CH2:17]2)[CH2:10][C@H:9]1[CH2:25][C:26]1[CH:31]=[CH:30][C:29]([CH3:32])=[C:28](OS(C(F)(F)F)(=O)=O)[CH:27]=1)=[O:7].[C:50](=[NH:63])([C:57]1[CH:62]=[CH:61][CH:60]=[CH:59][CH:58]=1)[C:51]1[CH:56]=[CH:55][CH:54]=[CH:53][CH:52]=1.C(=O)([O-])[O-].[Cs+].[Cs+].C1(P(C2C=CC=CC=2)C2C=CC3C(=CC=CC=3)C=2C2C3C(=CC=CC=3)C=CC=2P(C2C=CC=CC=2)C2C=CC=CC=2)C=CC=CC=1. (8) Given the product [CH3:17][O:6][C:5](=[O:7])[C:4]1[CH:8]=[C:9]([CH3:12])[C:10]([OH:11])=[C:2]([CH3:1])[CH:3]=1, predict the reactants needed to synthesize it. The reactants are: [CH3:1][C:2]1[CH:3]=[C:4]([CH:8]=[C:9]([CH3:12])[C:10]=1[OH:11])[C:5]([OH:7])=[O:6].S(Cl)(Cl)=O.[C:17](=O)(O)[O-].[Na+].